This data is from Forward reaction prediction with 1.9M reactions from USPTO patents (1976-2016). The task is: Predict the product of the given reaction. (1) Given the reactants [O:1]1[C:5]2[CH:6]=[CH:7][CH:8]=[CH:9][C:4]=2[N:3]=[C:2]1[N:10]1[CH2:16][C:15]2[CH:17]=[CH:18][C:19]([C:21](OC)=[O:22])=[CH:20][C:14]=2[O:13][CH2:12][CH2:11]1.[NH2:25][OH:26].[OH-].[Na+], predict the reaction product. The product is: [O:1]1[C:5]2[CH:6]=[CH:7][CH:8]=[CH:9][C:4]=2[N:3]=[C:2]1[N:10]1[CH2:16][C:15]2[CH:17]=[CH:18][C:19]([C:21]([NH:25][OH:26])=[O:22])=[CH:20][C:14]=2[O:13][CH2:12][CH2:11]1. (2) The product is: [C:3]([O:7][C:8]([N:10]1[CH2:15][CH2:14][CH:13]([O:16][C:19]2[CH:26]=[CH:25][CH:24]=[CH:23][C:20]=2[CH:21]=[O:22])[CH:12]([F:17])[CH2:11]1)=[O:9])([CH3:6])([CH3:4])[CH3:5]. Given the reactants [H-].[Na+].[C:3]([O:7][C:8]([N:10]1[CH2:15][CH2:14][CH:13]([OH:16])[CH:12]([F:17])[CH2:11]1)=[O:9])([CH3:6])([CH3:5])[CH3:4].F[C:19]1[CH:26]=[CH:25][CH:24]=[CH:23][C:20]=1[CH:21]=[O:22], predict the reaction product.